This data is from Forward reaction prediction with 1.9M reactions from USPTO patents (1976-2016). The task is: Predict the product of the given reaction. (1) Given the reactants [C:1](OC(=O)C)(=O)C.[NH2:8]/[C:9](/[CH2:33][C:34]1[CH:39]=[CH:38][CH:37]=[CH:36][CH:35]=1)=[C:10](\[C:16](=[O:32])[NH:17][C:18]1[CH:23]=[CH:22][C:21]([O:24][CH2:25][C:26]2[CH:31]=[CH:30][CH:29]=[CH:28][CH:27]=2)=[CH:20][CH:19]=1)/[C:11]([O:13][CH2:14][CH3:15])=[O:12].C(OCC)(OCC)OCC, predict the reaction product. The product is: [CH2:33]([C:9]1[N:8]=[CH:1][N:17]([C:18]2[CH:23]=[CH:22][C:21]([O:24][CH2:25][C:26]3[CH:27]=[CH:28][CH:29]=[CH:30][CH:31]=3)=[CH:20][CH:19]=2)[C:16](=[O:32])[C:10]=1[C:11]([O:13][CH2:14][CH3:15])=[O:12])[C:34]1[CH:39]=[CH:38][CH:37]=[CH:36][CH:35]=1. (2) Given the reactants C[O:2][C:3](=[O:21])[C:4]1[CH:9]=[CH:8][C:7]([C:10]([F:13])([F:12])[F:11])=[CH:6][C:5]=1[O:14][CH2:15][C:16]([O:18]CC)=[O:17].[OH-].[Na+].Cl, predict the reaction product. The product is: [C:16]([CH2:15][O:14][C:5]1[CH:6]=[C:7]([C:10]([F:11])([F:13])[F:12])[CH:8]=[CH:9][C:4]=1[C:3]([OH:21])=[O:2])([OH:18])=[O:17]. (3) Given the reactants [Cl:1][C:2]1[CH:3]=[C:4]([C:8]([C:16]2[CH:17]=[C:18]3[C:23](=[CH:24][CH:25]=2)[N:22]=[C:21](Cl)[C:20]([CH3:27])=[C:19]3[Cl:28])([C:10]2[CH:11]=[N:12][CH:13]=[CH:14][CH:15]=2)[OH:9])[CH:5]=[CH:6][CH:7]=1.[N:29]1[CH:34]=[C:33](B(O)O)[CH:32]=[N:31][CH:30]=1.C([O-])([O-])=O.[K+].[K+], predict the reaction product. The product is: [Cl:28][C:19]1[C:18]2[C:23](=[CH:24][CH:25]=[C:16]([C:8]([C:4]3[CH:5]=[CH:6][CH:7]=[C:2]([Cl:1])[CH:3]=3)([C:10]3[CH:11]=[N:12][CH:13]=[CH:14][CH:15]=3)[OH:9])[CH:17]=2)[N:22]=[C:21]([C:33]2[CH:34]=[N:29][CH:30]=[N:31][CH:32]=2)[C:20]=1[CH3:27]. (4) Given the reactants [ClH:1].O1CCOCC1.[OH:8][C@H:9]1[C:13]2[N:14]=[CH:15][N:16]=[C:17]([N:18]3[CH2:23][CH2:22][N:21](C(OC(C)(C)C)=O)[CH2:20][CH2:19]3)[C:12]=2[C@H:11]([CH3:31])[CH2:10]1, predict the reaction product. The product is: [ClH:1].[ClH:1].[CH3:31][C@H:11]1[C:12]2[C:17]([N:18]3[CH2:19][CH2:20][NH:21][CH2:22][CH2:23]3)=[N:16][CH:15]=[N:14][C:13]=2[C@H:9]([OH:8])[CH2:10]1. (5) Given the reactants N[C:2]1[C:10]([I:11])=[CH:9][C:5]([C:6]([OH:8])=[O:7])=[CH:4][C:3]=1[I:12].N(OC(C)(C)C)=O.C(O)(=O)C1C=CC=CC=1.Cl, predict the reaction product. The product is: [I:11][C:10]1[CH:9]=[C:5]([CH:4]=[C:3]([I:12])[CH:2]=1)[C:6]([OH:8])=[O:7].